Dataset: Forward reaction prediction with 1.9M reactions from USPTO patents (1976-2016). Task: Predict the product of the given reaction. (1) Given the reactants Cl[C:2]1[C:11]2[C:6](=[CH:7][C:8]([NH:14][CH2:15][CH2:16][N:17]3[CH2:22][CH2:21][O:20][CH2:19][CH2:18]3)=[C:9]([O:12][CH3:13])[CH:10]=2)[N:5]=[CH:4][CH:3]=1.[OH:23][C:24]1[C:25]([CH3:37])=[N:26][C:27]2[C:32]([C:33]=1C(O)=O)=[CH:31][CH:30]=[CH:29][CH:28]=2, predict the reaction product. The product is: [CH3:13][O:12][C:9]1[CH:10]=[C:11]2[C:6](=[CH:7][C:8]=1[NH:14][CH2:15][CH2:16][N:17]1[CH2:22][CH2:21][O:20][CH2:19][CH2:18]1)[N:5]=[CH:4][CH:3]=[C:2]2[O:23][C:24]1[C:25]([CH3:37])=[N:26][C:27]2[C:32]([CH:33]=1)=[CH:31][CH:30]=[CH:29][CH:28]=2. (2) Given the reactants [Br:1][C:2]1[C:6]2[C:7](=[O:11])[NH:8][CH:9]=[CH:10][C:5]=2[S:4][CH:3]=1.[C:12](=O)([O-])[O-].[K+].[K+].C1(C)C=CC(S(OC)(=O)=O)=CC=1.C(=O)(O)[O-].[Na+], predict the reaction product. The product is: [Br:1][C:2]1[C:6]2[C:7](=[O:11])[N:8]([CH3:12])[CH:9]=[CH:10][C:5]=2[S:4][CH:3]=1. (3) Given the reactants [NH:1]1[CH:5]=[CH:4][N:3]=[CH:2]1.[CH3:6][O:7][C:8]([C:10]1[CH:11]=[C:12]([CH3:32])[C:13]2[O:19][C:18]3[C:20]([Cl:28])=[CH:21][C:22]([NH:24][CH2:25][CH2:26]Cl)=[CH:23][C:17]=3[CH2:16][S:15](=[O:30])(=[O:29])[C:14]=2[CH:31]=1)=[O:9], predict the reaction product. The product is: [CH3:6][O:7][C:8]([C:10]1[CH:11]=[C:12]([CH3:32])[C:13]2[O:19][C:18]3[C:20]([Cl:28])=[CH:21][C:22]([NH:24][CH2:25][CH2:26][N:1]4[CH:5]=[CH:4][N:3]=[CH:2]4)=[CH:23][C:17]=3[CH2:16][S:15](=[O:29])(=[O:30])[C:14]=2[CH:31]=1)=[O:9]. (4) Given the reactants FC(F)(F)C(O)=O.[NH:8]1[CH2:12][CH2:11][C@H:10]([CH2:13][NH:14][C:15]([C:17]2[O:18][C:19]([Br:22])=[CH:20][CH:21]=2)=[O:16])[CH2:9]1.[N+](C1C=CC([O:32][C:33](=O)[NH:34][C:35]2[CH:40]=[CH:39][C:38]([N:41]3[CH:46]=[CH:45][CH:44]=[CH:43][C:42]3=[O:47])=[CH:37][C:36]=2[F:48])=CC=1)([O-])=O, predict the reaction product. The product is: [F:48][C:36]1[CH:37]=[C:38]([N:41]2[CH:46]=[CH:45][CH:44]=[CH:43][C:42]2=[O:47])[CH:39]=[CH:40][C:35]=1[NH:34][C:33]([N:8]1[CH2:12][CH2:11][C@H:10]([CH2:13][NH:14][C:15]([C:17]2[O:18][C:19]([Br:22])=[CH:20][CH:21]=2)=[O:16])[CH2:9]1)=[O:32]. (5) Given the reactants [CH3:1][NH:2][CH3:3].[CH3:4][O:5][C:6]([C:8]1[N:9]=[C:10](Br)[S:11][C:12]=1[C:13]1[CH:18]=[CH:17][CH:16]=[C:15]([O:19][CH3:20])[CH:14]=1)=[O:7].O.O.C(O)(=O)CC(CC(O)=O)(C(O)=O)O, predict the reaction product. The product is: [CH3:4][O:5][C:6]([C:8]1[N:9]=[C:10]([N:2]([CH3:3])[CH3:1])[S:11][C:12]=1[C:13]1[CH:18]=[CH:17][CH:16]=[C:15]([O:19][CH3:20])[CH:14]=1)=[O:7].